Dataset: Forward reaction prediction with 1.9M reactions from USPTO patents (1976-2016). Task: Predict the product of the given reaction. Given the reactants [OH:1][CH:2]([CH2:16][O:17][C:18]1[CH:23]=[C:22]([N+:24]([O-:26])=[O:25])[CH:21]=[CH:20][C:19]=1[N:27]1[CH:31]=[N:30][C:29]([CH3:32])=[N:28]1)[CH2:3][CH2:4][N:5]1C(=O)C2C(=CC=CC=2)C1=O.NN, predict the reaction product. The product is: [NH2:5][CH2:4][CH2:3][CH:2]([OH:1])[CH2:16][O:17][C:18]1[CH:23]=[C:22]([N+:24]([O-:26])=[O:25])[CH:21]=[CH:20][C:19]=1[N:27]1[CH:31]=[N:30][C:29]([CH3:32])=[N:28]1.